Predict the reaction yield, written as a fraction of the theoretical maximum amount of product (1.0 means a 100% yield; for example, 0.34 means a 34% yield). From a dataset of Reaction yield outcomes from USPTO patents with 853,638 reactions. (1) The reactants are Cl[C:2]1[CH:11]=[C:10]([CH3:12])[C:9]2[C:4](=[CH:5][CH:6]=[C:7]([O:13][CH3:14])[CH:8]=2)[N:3]=1.[NH2:15][C@H:16]1[CH2:20][CH2:19][C@H:18]([NH:21][C:22](=[O:28])[O:23][C:24]([CH3:27])([CH3:26])[CH3:25])[CH2:17]1.CC([O-])(C)C.[Na+].C1C=CC(P(C2C(C3C(P(C4C=CC=CC=4)C4C=CC=CC=4)=CC=C4C=3C=CC=C4)=C3C(C=CC=C3)=CC=2)C2C=CC=CC=2)=CC=1. The catalyst is C1(C)C=CC=CC=1.CC([O-])=O.CC([O-])=O.[Pd+2]. The product is [CH3:14][O:13][C:7]1[CH:8]=[C:9]2[C:4](=[CH:5][CH:6]=1)[N:3]=[C:2]([NH:15][C@H:16]1[CH2:20][CH2:19][C@H:18]([NH:21][C:22](=[O:28])[O:23][C:24]([CH3:26])([CH3:25])[CH3:27])[CH2:17]1)[CH:11]=[C:10]2[CH3:12]. The yield is 0.500. (2) The catalyst is C(O)C.O. The reactants are Cl.NO.C([N:7](CC)C(C)C)(C)C.C(OC(=O)[NH:17][C:18](=S)[NH:19][C:20]1[C:25]([CH3:26])=[N:24][CH:23]=[C:22]([CH3:27])[N:21]=1)C. The yield is 0.719. The product is [CH3:27][C:22]1[N:21]2[N:7]=[C:18]([NH2:17])[N:19]=[C:20]2[C:25]([CH3:26])=[N:24][CH:23]=1. (3) The reactants are [CH3:1][C:2]1[CH:6]=[C:5]([NH2:7])[N:4]([C:8]2[CH:13]=[CH:12][CH:11]=[CH:10][C:9]=2[CH3:14])[N:3]=1.Br[C:16]1[CH:24]=[CH:23][CH:22]=[CH:21][C:17]=1[C:18]([NH2:20])=[O:19].C(=O)([O-])[O-].[K+].[K+].C(O)(=O)C. The catalyst is CN(C=O)C.C([O-])(=O)C.[Cu+2].C([O-])(=O)C. The product is [CH3:1][C:2]1[CH:6]=[C:5]([NH:7][C:16]2[CH:24]=[CH:23][CH:22]=[CH:21][C:17]=2[C:18]([NH2:20])=[O:19])[N:4]([C:8]2[CH:13]=[CH:12][CH:11]=[CH:10][C:9]=2[CH3:14])[N:3]=1. The yield is 0.210. (4) The product is [Cl:1][C:2]1[CH:3]=[C:4]([C:11]([CH3:22])([CH3:17])[C:12]([O:14][CH2:15][CH3:16])=[O:13])[CH:5]=[CH:6][C:7]=1[N+:8]([O-:10])=[O:9]. The catalyst is CN(C=O)C.O.C(OCC)(=O)C. The reactants are [Cl:1][C:2]1[CH:3]=[C:4]([CH:11]([CH3:17])[C:12]([O:14][CH2:15][CH3:16])=[O:13])[CH:5]=[CH:6][C:7]=1[N+:8]([O-:10])=[O:9].[H-].[Na+].CI.[C:22](=O)([O-])O.[Na+]. The yield is 0.940.